From a dataset of Full USPTO retrosynthesis dataset with 1.9M reactions from patents (1976-2016). Predict the reactants needed to synthesize the given product. Given the product [Cl:14][C:9]1[N:10]([CH:11]([CH3:13])[CH3:12])[C:4]2[CH:3]=[C:2]([NH:41][C:39]3[CH:38]=[CH:37][N:36]=[C:35]([C:33]4[CH:32]=[N:31][N:30]([S:27]([CH:24]5[CH2:26][CH2:25]5)(=[O:29])=[O:28])[CH:34]=4)[N:40]=3)[N:7]=[CH:6][C:5]=2[C:8]=1[C:15]([NH:17][CH:18]1[CH2:23][CH2:22][O:21][CH2:20][CH2:19]1)=[O:16], predict the reactants needed to synthesize it. The reactants are: Br[C:2]1[N:7]=[CH:6][C:5]2[C:8]([C:15]([NH:17][CH:18]3[CH2:23][CH2:22][O:21][CH2:20][CH2:19]3)=[O:16])=[C:9]([Cl:14])[N:10]([CH:11]([CH3:13])[CH3:12])[C:4]=2[CH:3]=1.[CH:24]1([S:27]([N:30]2[CH:34]=[C:33]([C:35]3[N:40]=[C:39]([NH2:41])[CH:38]=[CH:37][N:36]=3)[CH:32]=[N:31]2)(=[O:29])=[O:28])[CH2:26][CH2:25]1.C1(P(C2C=CC=CC=2)C2C3OC4C(=CC=CC=4P(C4C=CC=CC=4)C4C=CC=CC=4)C(C)(C)C=3C=CC=2)C=CC=CC=1.C(=O)([O-])[O-].[Cs+].[Cs+].